From a dataset of Serine/threonine kinase 33 screen with 319,792 compounds. Binary Classification. Given a drug SMILES string, predict its activity (active/inactive) in a high-throughput screening assay against a specified biological target. (1) The compound is s1c2c(n(CC(=O)N3CCCC3)c(=O)n(c2=O)c2ccc(cc2)C)cc1. The result is 0 (inactive). (2) The compound is S(C=1NC(=O)CC(C1C#N)c1occc1)CC(=O)Nc1ccc(cc1)C(O)=O. The result is 0 (inactive). (3) The molecule is O1CCN(CC1)C(=O)CCCOc1c(cc(cc1)C)C. The result is 0 (inactive). (4) The drug is S(c1oc(nn1)Cc1ccc(OC)cc1)CC(=O)Nc1sc(nn1)CC. The result is 0 (inactive).